Dataset: NCI-60 drug combinations with 297,098 pairs across 59 cell lines. Task: Regression. Given two drug SMILES strings and cell line genomic features, predict the synergy score measuring deviation from expected non-interaction effect. (1) Drug 1: C1C(C(OC1N2C=NC3=C(N=C(N=C32)Cl)N)CO)O. Drug 2: C1=NC2=C(N=C(N=C2N1C3C(C(C(O3)CO)O)F)Cl)N. Cell line: 786-0. Synergy scores: CSS=17.7, Synergy_ZIP=-8.60, Synergy_Bliss=-0.373, Synergy_Loewe=-9.95, Synergy_HSA=-7.32. (2) Drug 1: CCC(=C(C1=CC=CC=C1)C2=CC=C(C=C2)OCCN(C)C)C3=CC=CC=C3.C(C(=O)O)C(CC(=O)O)(C(=O)O)O. Drug 2: C1=NNC2=C1C(=O)NC=N2. Cell line: OVCAR-4. Synergy scores: CSS=1.49, Synergy_ZIP=-2.32, Synergy_Bliss=-2.50, Synergy_Loewe=-1.99, Synergy_HSA=-1.92. (3) Drug 1: CC1OCC2C(O1)C(C(C(O2)OC3C4COC(=O)C4C(C5=CC6=C(C=C35)OCO6)C7=CC(=C(C(=C7)OC)O)OC)O)O. Drug 2: CC1C(C(CC(O1)OC2CC(CC3=C2C(=C4C(=C3O)C(=O)C5=CC=CC=C5C4=O)O)(C(=O)C)O)N)O. Cell line: KM12. Synergy scores: CSS=40.9, Synergy_ZIP=-5.51, Synergy_Bliss=-4.20, Synergy_Loewe=-0.901, Synergy_HSA=0.351. (4) Drug 1: CC1=C(C=C(C=C1)NC(=O)C2=CC=C(C=C2)CN3CCN(CC3)C)NC4=NC=CC(=N4)C5=CN=CC=C5. Drug 2: C1=NC2=C(N=C(N=C2N1C3C(C(C(O3)CO)O)F)Cl)N. Cell line: M14. Synergy scores: CSS=14.7, Synergy_ZIP=-3.39, Synergy_Bliss=1.44, Synergy_Loewe=-5.53, Synergy_HSA=2.48. (5) Drug 1: CCC(=C(C1=CC=CC=C1)C2=CC=C(C=C2)OCCN(C)C)C3=CC=CC=C3.C(C(=O)O)C(CC(=O)O)(C(=O)O)O. Drug 2: C(CC(=O)O)C(=O)CN.Cl. Cell line: HS 578T. Synergy scores: CSS=-1.22, Synergy_ZIP=-0.507, Synergy_Bliss=-3.97, Synergy_Loewe=-7.20, Synergy_HSA=-6.58. (6) Drug 2: COC1=C2C(=CC3=C1OC=C3)C=CC(=O)O2. Synergy scores: CSS=5.91, Synergy_ZIP=-0.226, Synergy_Bliss=2.07, Synergy_Loewe=-3.57, Synergy_HSA=-0.913. Drug 1: CS(=O)(=O)C1=CC(=C(C=C1)C(=O)NC2=CC(=C(C=C2)Cl)C3=CC=CC=N3)Cl. Cell line: NCI-H226. (7) Drug 1: CS(=O)(=O)OCCCCOS(=O)(=O)C. Drug 2: B(C(CC(C)C)NC(=O)C(CC1=CC=CC=C1)NC(=O)C2=NC=CN=C2)(O)O. Cell line: HOP-62. Synergy scores: CSS=50.6, Synergy_ZIP=7.23, Synergy_Bliss=3.72, Synergy_Loewe=-55.6, Synergy_HSA=-5.96.